From a dataset of Cav3 T-type calcium channel HTS with 100,875 compounds. Binary Classification. Given a drug SMILES string, predict its activity (active/inactive) in a high-throughput screening assay against a specified biological target. (1) The compound is O1C(C(CC1=O)C(=O)Nc1ccc(cc1)C(O)=O)c1ccccc1. The result is 0 (inactive). (2) The compound is Clc1c(c2oc3c(c(O)ccc3NC(=O)c3ccc(F)cc3)c(=O)c2)cccc1. The result is 0 (inactive). (3) The drug is S(c1n(c2ccc(OC)cc2)c(nn1)c1ccncc1)CC(=O)NC(CC)C. The result is 0 (inactive). (4) The compound is Clc1cc(NC(OCc2cccnc2)=O)ccc1Cl. The result is 0 (inactive). (5) The drug is S1(=O)(=O)N=C(NCCOC(=O)c2ccccc2)c2c1cccc2. The result is 0 (inactive). (6) The drug is S(=O)(=O)(N1CC(CCC1)C(=O)Nc1ccc(OC)cc1)c1cccnc1. The result is 0 (inactive).